Task: Predict the reactants needed to synthesize the given product.. Dataset: Full USPTO retrosynthesis dataset with 1.9M reactions from patents (1976-2016) Given the product [C:1]([NH:4][CH:5]([CH2:9][SH:10])[C:6]([NH:48][C:46]1[CH:45]=[CH:44][C:43]([OH:49])=[C:42]([CH:47]=1)[C:41]([OH:54])=[O:40])=[O:8])(=[O:3])[CH3:2], predict the reactants needed to synthesize it. The reactants are: [C:1]([NH:4][CH:5]([CH2:9][SH:10])[C:6]([OH:8])=O)(=[O:3])[CH3:2].OC1C2N=NNC=2C=CC=1.C1CCC(N=C=NC2CCCCC2)CC1.C([O:40][C:41](=[O:54])[C:42]1[CH:47]=[C:46]([NH2:48])[CH:45]=[CH:44][C:43]=1[O:49]C(C)(C)C)(C)(C)C.